From a dataset of Catalyst prediction with 721,799 reactions and 888 catalyst types from USPTO. Predict which catalyst facilitates the given reaction. (1) Reactant: [Br:1][C:2]1[C:15]2[C:16]3=[C:4]4[C:5](=CC=2)[CH:16]=[CH:15][C:2]([Br:1])=[C:3]4C=C[C:5]3=[CH:4][CH:3]=1.P([C:24]([CH3:27])([CH3:26])[CH3:25])([C:24]([CH3:27])([CH3:26])[CH3:25])[C:24]([CH3:27])([CH3:26])[CH3:25].[C:32]([O:36][Na])([CH3:35])([CH3:34])C.[C:38]1(C)[CH:43]=CC=C[CH:39]=1. Product: [C:24]([C:34]1[CH:43]=[CH:38][CH:39]=[CH:35][C:32]=1[O:36][C:15]1[CH:16]=[CH:5][CH:4]=[CH:3][C:2]=1[Br:1])([CH3:27])([CH3:26])[CH3:25]. The catalyst class is: 110. (2) Reactant: [N:1]1([C:10]2([C:15]([OH:17])=O)[CH2:14][CH2:13][CH2:12][CH2:11]2)[C:5]2=[N:6][CH:7]=[CH:8][CH:9]=[C:4]2[CH:3]=[CH:2]1.C(Cl)(=O)C([Cl:21])=O.CN(C)C=O. Product: [N:1]1([C:10]2([C:15]([Cl:21])=[O:17])[CH2:14][CH2:13][CH2:12][CH2:11]2)[C:5]2=[N:6][CH:7]=[CH:8][CH:9]=[C:4]2[CH:3]=[CH:2]1. The catalyst class is: 4. (3) Reactant: [CH2:1]([O:3][C:4]1[CH:5]=[C:6]([CH2:19][OH:20])[CH:7]=[C:8]([C:17]#[N:18])[C:9]=1[C:10]1[CH:15]=[CH:14][C:13]([F:16])=[CH:12][CH:11]=1)[CH3:2].C(N(CC)CC)C.CS(C)=O.O. Product: [CH2:1]([O:3][C:4]1[CH:5]=[C:6]([CH:19]=[O:20])[CH:7]=[C:8]([C:17]#[N:18])[C:9]=1[C:10]1[CH:15]=[CH:14][C:13]([F:16])=[CH:12][CH:11]=1)[CH3:2]. The catalyst class is: 13. (4) Reactant: COC1C=CC(C[O:8][C:9]2[CH:10]=[CH:11][C:12]([S:19]([C:22]3[CH:28]=[CH:27][C:25]([CH3:26])=[CH:24][CH:23]=3)(=[O:21])=[O:20])=[C:13]3[C:18]=2[N:17]=[CH:16][CH:15]=[CH:14]3)=CC=1.FC(F)(F)C(O)=O.[OH-].[Na+]. Product: [C:25]1([CH3:26])[CH:24]=[CH:23][C:22]([S:19]([C:12]2[CH:11]=[CH:10][C:9]([OH:8])=[C:18]3[C:13]=2[CH:14]=[CH:15][CH:16]=[N:17]3)(=[O:21])=[O:20])=[CH:28][CH:27]=1. The catalyst class is: 4. (5) Reactant: C(O[C:4](=[NH:11])[CH2:5][CH2:6][C:7]([O:9][CH3:10])=[O:8])C.[Cl-:12].[NH4+:13]. Product: [ClH:12].[NH2:13][C:4](=[NH:11])[CH2:5][CH2:6][C:7]([O:9][CH3:10])=[O:8]. The catalyst class is: 8. (6) Reactant: [C:1]1([N:11]2[C:15]([SH:16])=[CH:14][CH:13]=[N:12]2)[C:10]2[C:5](=[CH:6][CH:7]=[CH:8][CH:9]=2)[CH:4]=[CH:3][CH:2]=1.Br[C:18]([CH3:25])([CH3:24])[C:19]([O:21][CH2:22][CH3:23])=[O:20].C(=O)([O-])[O-].[K+].[K+].O. Product: [CH3:24][C:18]([S:16][C:15]1[N:11]([C:1]2[C:10]3[C:5](=[CH:6][CH:7]=[CH:8][CH:9]=3)[CH:4]=[CH:3][CH:2]=2)[N:12]=[CH:13][CH:14]=1)([CH3:25])[C:19]([O:21][CH2:22][CH3:23])=[O:20]. The catalyst class is: 3. (7) Reactant: [CH2:1]([O:8][C:9](=[O:47])[NH:10][C@H:11]([C:13](=[O:46])[NH:14][C@H:15]([C:23](=[O:45])[NH:24][C@@H:25]([CH2:38][C:39]1[CH:44]=[CH:43][CH:42]=[CH:41][CH:40]=1)[CH:26]([C:28](=[O:37])[NH:29][CH2:30][C:31]1[CH:36]=[CH:35][CH:34]=[CH:33][CH:32]=1)[OH:27])[CH2:16][C:17]1[CH:22]=[CH:21][N:20]=[CH:19][CH:18]=1)[CH3:12])[C:2]1[CH:7]=[CH:6][CH:5]=[CH:4][CH:3]=1.CC(OI1(OC(C)=O)(OC(C)=O)OC(=O)C2C=CC=CC1=2)=O. Product: [CH2:1]([O:8][C:9](=[O:47])[NH:10][C@H:11]([C:13](=[O:46])[NH:14][C@H:15]([C:23](=[O:45])[NH:24][C@@H:25]([CH2:38][C:39]1[CH:40]=[CH:41][CH:42]=[CH:43][CH:44]=1)[C:26]([C:28](=[O:37])[NH:29][CH2:30][C:31]1[CH:32]=[CH:33][CH:34]=[CH:35][CH:36]=1)=[O:27])[CH2:16][C:17]1[CH:18]=[CH:19][N:20]=[CH:21][CH:22]=1)[CH3:12])[C:2]1[CH:3]=[CH:4][CH:5]=[CH:6][CH:7]=1. The catalyst class is: 4. (8) The catalyst class is: 28. Product: [C:7]([C:4]1([OH:6])[CH2:5][C:2]([F:13])([F:1])[CH2:3]1)#[CH:8]. Reactant: [F:1][C:2]1([F:13])[CH2:5][C:4]([C:7]#[C:8][Si](C)(C)C)([OH:6])[CH2:3]1.CCCC[N+](CCCC)(CCCC)CCCC.[F-].